Dataset: Reaction yield outcomes from USPTO patents with 853,638 reactions. Task: Predict the reaction yield, written as a fraction of the theoretical maximum amount of product (1.0 means a 100% yield; for example, 0.34 means a 34% yield). (1) The reactants are [C-]#N.[K+].C[NH:5][CH2:6][CH2:7]NC.BrC1[CH:12]=[C:13]([CH3:18])[CH:14]=[C:15]([CH3:17])[CH:16]=1.CCCCCCCCCCCC.N. The catalyst is C(OCC)(=O)C.[Cu]I.C1(C)C=CC=CC=1. The product is [CH3:18][C:13]1[CH:12]=[C:7]([CH:16]=[C:15]([CH3:17])[CH:14]=1)[C:6]#[N:5]. The yield is 0.150. (2) The reactants are [CH2:1]([O:3][CH:4]([O:32][CH2:33][CH3:34])[C:5]#[C:6][C:7](=[N:12][C:13]([C:26]1[CH:31]=[CH:30][CH:29]=[CH:28][CH:27]=1)([C:20]1[CH:25]=[CH:24][CH:23]=[CH:22][CH:21]=1)[C:14]1[CH:19]=[CH:18][CH:17]=[CH:16][CH:15]=1)[C:8](F)(F)[F:9])[CH3:2].[F:35][C:36]1[CH:41]=[CH:40][C:39]([CH2:42][CH2:43][NH2:44])=[CH:38][CH:37]=1.C(=O)([O-])[O-].[Cs+].[Cs+]. The catalyst is CS(C)=O. The product is [CH2:33]([O:32][CH:4]([O:3][CH2:1][CH3:2])[C:5]1[N:44]=[C:43]([CH2:42][C:39]2[CH:40]=[CH:41][C:36]([F:35])=[CH:37][CH:38]=2)[C:8]([F:9])=[C:7]([NH:12][C:13]([C:26]2[CH:27]=[CH:28][CH:29]=[CH:30][CH:31]=2)([C:20]2[CH:21]=[CH:22][CH:23]=[CH:24][CH:25]=2)[C:14]2[CH:15]=[CH:16][CH:17]=[CH:18][CH:19]=2)[CH:6]=1)[CH3:34]. The yield is 0.564. (3) The reactants are [CH3:1][N:2]([CH3:19])[C:3]1[CH:8]=[C:7]([B:9]2[O:13][C:12]([CH3:15])([CH3:14])[C:11]([CH3:17])([CH3:16])[O:10]2)[CH:6]=[C:5]([NH2:18])[CH:4]=1.[CH3:20][S:21](Cl)(=[O:23])=[O:22]. The catalyst is N1C=CC=CC=1. The product is [CH3:19][N:2]([CH3:1])[C:3]1[CH:4]=[C:5]([NH:18][S:21]([CH3:20])(=[O:23])=[O:22])[CH:6]=[C:7]([B:9]2[O:10][C:11]([CH3:17])([CH3:16])[C:12]([CH3:14])([CH3:15])[O:13]2)[CH:8]=1. The yield is 0.870. (4) The reactants are [Br:1][C:2]1[CH:7]=[CH:6][C:5]([C:8]([C:10]2[CH:15]=[CH:14][C:13]([OH:16])=[C:12]([Cl:17])[CH:11]=2)=O)=[CH:4][CH:3]=1.[CH3:18][C:19]1([CH3:28])[CH2:24][C:23]([CH3:26])([CH3:25])[CH2:22][C:21](=O)[CH2:20]1.C([O-])([O-])=O.[K+].[K+]. The catalyst is C1COCC1.[Zn].Cl[Ti](Cl)(Cl)Cl. The product is [Br:1][C:2]1[CH:7]=[CH:6][C:5]([C:8](=[C:21]2[CH2:22][C:23]([CH3:26])([CH3:25])[CH2:24][C:19]([CH3:28])([CH3:18])[CH2:20]2)[C:10]2[CH:15]=[CH:14][C:13]([OH:16])=[C:12]([Cl:17])[CH:11]=2)=[CH:4][CH:3]=1. The yield is 0.780. (5) The reactants are C[O:2][C:3](=[O:22])[CH:4]([C:11]1[CH:16]=[CH:15][C:14]([S:17]([CH3:20])(=[O:19])=[O:18])=[C:13]([Cl:21])[CH:12]=1)[CH2:5][CH:6]1[CH2:10][CH2:9][O:8][CH2:7]1.O.[OH-].[Li+]. The catalyst is CO.O. The product is [Cl:21][C:13]1[CH:12]=[C:11]([CH:4]([CH2:5][CH:6]2[CH2:10][CH2:9][O:8][CH2:7]2)[C:3]([OH:22])=[O:2])[CH:16]=[CH:15][C:14]=1[S:17]([CH3:20])(=[O:19])=[O:18]. The yield is 0.840. (6) The reactants are [CH:1]1([NH:4][C:5]([C:7]2[CH:21]=[C:20]([F:22])[CH:19]=[CH:18][C:8]=2[CH2:9][NH:10]C(=O)OC(C)(C)C)=[O:6])[CH2:3][CH2:2]1.[F:23][C:24]([F:29])([F:28])[C:25]([OH:27])=[O:26]. The catalyst is C(Cl)Cl. The product is [F:23][C:24]([F:29])([F:28])[C:25]([OH:27])=[O:26].[NH2:10][CH2:9][C:8]1[CH:18]=[CH:19][C:20]([F:22])=[CH:21][C:7]=1[C:5]([NH:4][CH:1]1[CH2:3][CH2:2]1)=[O:6]. The yield is 1.00.